From a dataset of Reaction yield outcomes from USPTO patents with 853,638 reactions. Predict the reaction yield, written as a fraction of the theoretical maximum amount of product (1.0 means a 100% yield; for example, 0.34 means a 34% yield). (1) The reactants are CN(C)[CH:3]=[O:4].P(Cl)(Cl)(Cl)=O.[CH2:11]([O:13][C:14]([N:16]1[CH:25]=[CH:24][C:23]2[C:18](=[CH:19][C:20]([O:30][CH3:31])=[C:21]([O:26][C:27](=[O:29])[CH3:28])[CH:22]=2)[CH:17]1[CH2:32][C:33]1[CH:38]=[CH:37][CH:36]=[C:35]([O:39][CH2:40][CH3:41])[CH:34]=1)=[O:15])[CH3:12].C([O-])(=O)C.[K+]. The catalyst is ClCCl.O.C(OCC)(=O)C.CCCCCC. The product is [CH2:11]([O:13][C:14]([N:16]1[CH:25]=[C:24]([CH:3]=[O:4])[C:23]2[C:18](=[CH:19][C:20]([O:30][CH3:31])=[C:21]([O:26][C:27](=[O:29])[CH3:28])[CH:22]=2)[CH:17]1[CH2:32][C:33]1[CH:38]=[CH:37][CH:36]=[C:35]([O:39][CH2:40][CH3:41])[CH:34]=1)=[O:15])[CH3:12]. The yield is 0.250. (2) The reactants are BrCCCS(C1C=CC(C([N:16]2[CH2:22][C:21]3[CH:23]=[C:24](C4C=CC5N=C(C)NC=5C=4)[CH:25]=[CH:26][C:20]=3[O:19][CH2:18][CH2:17]2)=O)=CC=1)(=O)=O.CN(C=[O:41])C. The product is [C:20]([OH:41])(=[O:19])[CH3:26].[O:19]1[C:20]2[CH:26]=[CH:25][CH:24]=[CH:23][C:21]=2[CH2:22][NH:16][CH2:17][CH2:18]1. No catalyst specified. The yield is 0.200. (3) The reactants are [CH:1]1(/[C:6](/[N:10]2[CH:14]=[C:13]([C:15]3[C:16]4[CH:23]=[CH:22][N:21]([CH2:24]OCC[Si](C)(C)C)[C:17]=4[N:18]=[CH:19][N:20]=3)[CH:12]=[N:11]2)=[CH:7]/[C:8]#[N:9])[CH2:5][CH2:4][CH2:3][CH2:2]1.[CH:32]1([CH:37]=CC#N)[CH2:36]CC[CH2:33]1.CS(C)=O.[C:45](=[O:48])([O-])[O-:46].[K+].[K+]. No catalyst specified. The product is [C:45]([O:46][CH2:24][N:21]1[C:17]2[N:18]=[CH:19][N:20]=[C:15]([C:13]3[CH:12]=[N:11][N:10]([CH:6]([CH:1]4[CH2:5][CH2:4][CH2:3][CH2:2]4)[CH2:7][C:8]#[N:9])[CH:14]=3)[C:16]=2[CH:23]=[CH:22]1)(=[O:48])[C:32]([CH3:37])([CH3:36])[CH3:33]. The yield is 0.820. (4) The reactants are B1(B2[O:14][C:13]([CH3:16])([CH3:15])[C:13]([CH3:16])([CH3:15])[O:14]2)O[C:15](C)(C)[C:13](C)([CH3:16])[O:14]1.C([O-])(=O)C.[K+].BrC1C=[N:27][C:28]([C:31]([F:34])([F:33])[F:32])=[N:29]C=1. The catalyst is C([O-])(=O)C.[Pd+2].C([O-])(=O)C.CN(C)C=O. The product is [F:32][C:31]([F:34])([F:33])[C:28]1[N:29]=[CH:15][C:13]([OH:14])=[CH:16][N:27]=1. The yield is 1.00. (5) The reactants are [CH2:1]([O:8][C@@H:9]1[CH2:13][CH2:12][NH:11][CH2:10]1)[C:2]1[CH:7]=[CH:6][CH:5]=[CH:4][CH:3]=1.Cl.O[C@@H]1CCNC1.C(O)C1C=CC=CC=1.[BrH:29]. The catalyst is C(O)(C)C.C(OCC)(=O)C. The product is [BrH:29].[CH2:1]([O:8][C@@H:9]1[CH2:13][CH2:12][NH:11][CH2:10]1)[C:2]1[CH:3]=[CH:4][CH:5]=[CH:6][CH:7]=1. The yield is 0.590. (6) The catalyst is C(Cl)Cl. The reactants are [NH2:1][C:2]1[C:7]([Cl:8])=[CH:6][CH:5]=[CH:4][C:3]=1[CH2:9][OH:10].[CH3:11][C:12]([CH3:17])([CH3:16])[C:13](Cl)=[O:14].CCN(C(C)C)C(C)C. The yield is 0.950. The product is [Cl:8][C:7]1[CH:6]=[CH:5][CH:4]=[C:3]([CH2:9][OH:10])[C:2]=1[NH:1][C:13](=[O:14])[C:12]([CH3:17])([CH3:16])[CH3:11]. (7) The reactants are Br[C:2]1[CH2:7][CH2:6][CH2:5][C:4](=[O:8])[CH:3]=1.[CH:9]1[C:17]2[C:16]3[CH:18]=[CH:19][CH:20]=[CH:21][C:15]=3[O:14][C:13]=2[C:12](B(O)O)=[CH:11][CH:10]=1. No catalyst specified. The product is [CH:9]1[C:17]2[C:16]3[CH:18]=[CH:19][CH:20]=[CH:21][C:15]=3[O:14][C:13]=2[C:12]([C:2]2[CH2:7][CH2:6][CH2:5][C:4](=[O:8])[CH:3]=2)=[CH:11][CH:10]=1. The yield is 0.830.